This data is from Reaction yield outcomes from USPTO patents with 853,638 reactions. The task is: Predict the reaction yield, written as a fraction of the theoretical maximum amount of product (1.0 means a 100% yield; for example, 0.34 means a 34% yield). (1) The reactants are Br[C:2]1[CH:3]=[CH:4][C:5]2[O:14][CH2:13][CH2:12][C:11]3[S:10][C:9]([C:15]4[N:16]([CH:20]([CH3:22])[CH3:21])[N:17]=[CH:18][N:19]=4)=[N:8][C:7]=3[C:6]=2[CH:23]=1.[CH3:24][O:25][C:26]1[CH:27]=[N:28][CH:29]=[C:30](B2OC(C)(C)C(C)(C)O2)[CH:31]=1. No catalyst specified. The product is [CH:20]([N:16]1[C:15]([C:9]2[S:10][C:11]3[CH2:12][CH2:13][O:14][C:5]4[CH:4]=[CH:3][C:2]([C:30]5[CH:29]=[N:28][CH:27]=[C:26]([O:25][CH3:24])[CH:31]=5)=[CH:23][C:6]=4[C:7]=3[N:8]=2)=[N:19][CH:18]=[N:17]1)([CH3:22])[CH3:21]. The yield is 0.600. (2) The reactants are Cl[C:2]1[NH:3][CH2:4][N:5]=[C:6]2[C:11]=1[CH:10]=[C:9]([N+:12]([O-:14])=[O:13])[C:8]([F:15])=[CH:7]2.C([O-])([O-])=O.[K+].[K+]. The catalyst is CC#N. The product is [NH:5]([C:2]1[C:11]2[C:6](=[CH:7][C:8]([F:15])=[C:9]([N+:12]([O-:14])=[O:13])[CH:10]=2)[N:5]=[CH:4][N:3]=1)[C:6]1[CH:11]=[CH:10][CH:9]=[CH:8][CH:7]=1. The yield is 0.784. (3) The yield is 0.670. The reactants are [H-].[Na+].P(=O)([O-])O[C:5](CC)(CC)[C:6]#[N:7].[C:14]1(=O)[CH2:19][CH2:18][CH2:17][CH2:16][CH2:15]1. The product is [C:14]1(=[CH:5][C:6]#[N:7])[CH2:19][CH2:18][CH2:17][CH2:16][CH2:15]1. The catalyst is O1CCCC1. (4) The reactants are C(Cl)CCl.C1C=NC2N(O)N=NC=2C=1.[NH2:15][C:16]1[CH:17]=[N:18][CH:19]=[CH:20][C:21]=1[C@H:22]1[CH2:27][C@@H:26]([NH:28][C:29](=[O:35])[O:30][C:31]([CH3:34])([CH3:33])[CH3:32])[C@H:25]([N:36]=[N+]=[N-])[C@@H:24]([CH3:39])[CH2:23]1.[F:40][C:41]1[CH:46]=[CH:45][CH:44]=[C:43]([F:47])[C:42]=1[C:48]1[N:53]=[C:52]([C:54](O)=[O:55])[CH:51]=[CH:50][C:49]=1[F:57].[N-]=[N+]=[N-]. The catalyst is CN(C=O)C.O.CC(O)C.[Pd]. The product is [NH2:36][C@@H:25]1[C@@H:24]([CH3:39])[CH2:23][C@@H:22]([C:21]2[CH:20]=[CH:19][N:18]=[CH:17][C:16]=2[NH:15][C:54](=[O:55])[C:52]2[CH:51]=[CH:50][C:49]([F:57])=[C:48]([C:42]3[C:41]([F:40])=[CH:46][CH:45]=[CH:44][C:43]=3[F:47])[N:53]=2)[CH2:27][C@H:26]1[NH:28][C:29](=[O:35])[O:30][C:31]([CH3:34])([CH3:33])[CH3:32]. The yield is 0.350. (5) The reactants are CCN(C(C)C)C(C)C.[F:10][C:11]1[CH:16]=[CH:15][C:14]([C:17]2[O:18][C:19]3[CH:29]=[CH:28][C:27]([C:30]4[CH:31]=[C:32]([CH:42]=[CH:43][CH:44]=4)[C:33]([NH:35][C:36]([CH3:41])([CH3:40])[C:37]([OH:39])=O)=[O:34])=[CH:26][C:20]=3[C:21]=2[C:22](=[O:25])[NH:23][CH3:24])=[CH:13][CH:12]=1.[CH3:45][C:46]1[NH:50][N:49]=[C:48]([NH2:51])[CH:47]=1.[H-].[Na+]. The catalyst is CN(C=O)C.CO. The product is [F:10][C:11]1[CH:12]=[CH:13][C:14]([C:17]2[O:18][C:19]3[CH:29]=[CH:28][C:27]([C:30]4[CH:44]=[CH:43][CH:42]=[C:32]([C:33](=[O:34])[NH:35][C:36]([CH3:40])([CH3:41])[C:37]([NH:51][C:48]5[CH:47]=[C:46]([CH3:45])[NH:50][N:49]=5)=[O:39])[CH:31]=4)=[CH:26][C:20]=3[C:21]=2[C:22]([NH:23][CH3:24])=[O:25])=[CH:15][CH:16]=1. The yield is 0.210. (6) The reactants are Br[C:2]1[CH:7]=[CH:6][C:5]([N+:8]([O-:10])=[O:9])=[CH:4][C:3]=1[CH3:11].C([Sn](CCCC)(CCCC)[C:17]1[O:18][C:19]([Sn](CCCC)(CCCC)CCCC)=[CH:20][CH:21]=1)CCC. The catalyst is O1CCOCC1. The product is [CH3:11][C:3]1[CH:4]=[C:5]([N+:8]([O-:10])=[O:9])[CH:6]=[CH:7][C:2]=1[C:19]1[O:18][C:17]([C:2]2[CH:7]=[CH:6][C:5]([N+:8]([O-:10])=[O:9])=[CH:4][C:3]=2[CH3:11])=[CH:21][CH:20]=1. The yield is 0.850.